Dataset: Experimentally validated miRNA-target interactions with 360,000+ pairs, plus equal number of negative samples. Task: Binary Classification. Given a miRNA mature sequence and a target amino acid sequence, predict their likelihood of interaction. (1) Result: 0 (no interaction). The protein sequence of the target gene is MLSSNTRGDCSDTAEEMTVDSRDSKDLSAQDIGEQKQQQMEDQLEDQLNDSRDPQNNNNNIDDDADEDAEFEEPEKANPQQDQDLGETEMEQEHDLQQEDLQQELPANSPSTPPRSPSSPQLIPKLEQPATPPSEPEASPCPSPSPCPTPKYPKVRLNALLASDPALKPDAKELTLPDSRLLAPPPLVKPDTQAQPEVAEPLLKPARFMCLPCGIAFSSPSTLEAHQAYYCSHRIKDTDEAGSDKSGAGGSGATAGDAAGLTGGSTEPPAKMARTGKQYGCTQCSYSADKKVSLNRHMRM.... The miRNA is mmu-miR-1955-5p with sequence AGUCCCAGGAUGCACUGCAGCUUUU. (2) The miRNA is hsa-miR-134-5p with sequence UGUGACUGGUUGACCAGAGGGG. The protein sequence of the target gene is MSRRKQSKPRQIKRPLEDAIDDEEEECPVEEAEVISKGDFPLEGSFPAGFEPENLSCEDVEFFCNKGDDEGIQEPAESDGDSHSDKPGQPGVETDDWDGPGELEVFQRDGERKIQSRQQLPVGTTWGPFAGKMDLNNNSLKTKAQVPMVLTAGPKWLLDVTWQGVEDSKNNCIVYSKGGQLWCTTTKAISEGEELVAFVVDFDSRLQAASHMTLTEGMYPARLLDSIQLLPQQAAMASILPTAIVNKDIFPCKSCGIWYRSERNLQAHLMYYCSGRQREAAPVSEENEDNSHQVSSLCPF.... Result: 0 (no interaction). (3) Result: 0 (no interaction). The protein sequence of the target gene is MGSLQLTLVLFVLLSYVPPVRSGVNMYIKRIYDTCWKLKGICRNTCQKEEIYHIFCGIQSLCCLEKKEMPVLFVK. The miRNA is mmu-miR-466i-5p with sequence UGUGUGUGUGUGUGUGUGUG. (4) The miRNA is hsa-miR-3183 with sequence GCCUCUCUCGGAGUCGCUCGGA. The protein sequence of the target gene is MRMEDEDYNTSISYGDEYPDYLDSIVVLEDLSPLEARVTRIFLVVVYSIVCFLGILGNGLVIIIATFKMKKTVNMVWFLNLAVADFLFNVFLPIHITYAAMDYHWVFGTAMCKISNFLLIHNMFTSVFLLTIISSDRCISVLLPVWSQNHRSVRLAYMACMVIWVLAFFLSSPSLVFRDTANLHGKISCFNNFSLSTPGSSSWPTHSQMDPVGYSRHMVVTVTRFLCGFLVPVLIITACYLTIVCKLQRNRLAKTKKPFKIIVTIIITFFLCWCPYHTLNLLELHHTAMPGSVFSLGLPL.... Result: 1 (interaction). (5) The miRNA is hsa-miR-24-3p with sequence UGGCUCAGUUCAGCAGGAACAG. The protein sequence of the target gene is MKPSAECCSPKFWLVLAVLAVSGSKARSQKSAPSIGIAVILVGTSDEVAIKDAHEKDDFHHLSVVPRVELVAMNETDPKSIITRICDLMSDRKIQGVVLADDTDQEAIAQILDFISAQTLTPILGIHGGSSMIMADKDESSMFFQFGPSIEQQASVMLNIMEEYDWYIFSIVTTYFPGYQDFVNKIRSTIENSFVGWELEEVLLLDMSLDDGDSKIQNQLKKLQSPIILLYCTKEEATYIFEVANSVGLTGYGYTWIVPSLVAGDTDTVPSEFPTGLISVSYDEWDYGLPARVRDGIAII.... Result: 0 (no interaction).